From a dataset of Full USPTO retrosynthesis dataset with 1.9M reactions from patents (1976-2016). Predict the reactants needed to synthesize the given product. (1) Given the product [Br:22][CH2:21][C:6]1[C:7]([C:15]2[CH:20]=[CH:19][CH:18]=[CH:17][CH:16]=2)=[N:8][C:9]2[C:14]([C:5]=1[C:3]([O:2][CH3:1])=[O:4])=[CH:13][CH:12]=[CH:11][CH:10]=2, predict the reactants needed to synthesize it. The reactants are: [CH3:1][O:2][C:3]([C:5]1[C:14]2[C:9](=[CH:10][CH:11]=[CH:12][CH:13]=2)[N:8]=[C:7]([C:15]2[CH:20]=[CH:19][CH:18]=[CH:17][CH:16]=2)[C:6]=1[CH3:21])=[O:4].[Br:22]N1C(=O)CCC1=O. (2) Given the product [CH3:24][C:19]1[CH:20]=[CH:21][CH:22]=[CH:23][C:18]=1[O:9][C:4]1[CH:5]=[C:6]([CH3:8])[CH:7]=[C:2]([CH3:1])[CH:3]=1, predict the reactants needed to synthesize it. The reactants are: [CH3:1][C:2]1[CH:3]=[C:4]([OH:9])[CH:5]=[C:6]([CH3:8])[CH:7]=1.IC1C=CC=CC=1.I[C:18]1[CH:23]=[CH:22][CH:21]=[CH:20][C:19]=1[CH3:24].